From a dataset of Forward reaction prediction with 1.9M reactions from USPTO patents (1976-2016). Predict the product of the given reaction. (1) Given the reactants C([N:8]1[CH2:13][CH2:12][N:11]([CH2:14][CH:15]2[C:19](=[O:20])[O:18][C@H:17]3[C:21]4[C@@:26]([CH3:29])([CH2:27][CH2:28][C:16]23[OH:31])[CH2:25][CH2:24][CH2:23][C:22]=4[CH3:30])[CH2:10][CH2:9]1)C1C=CC=CC=1.[H][H], predict the reaction product. The product is: [OH:31][C:16]12[CH2:28][CH2:27][C@:26]3([CH3:29])[CH:21]([CH:22]([CH3:30])[CH2:23][CH2:24][CH2:25]3)[C@@H:17]1[O:18][C:19](=[O:20])[CH:15]2[CH2:14][N:11]1[CH2:12][CH2:13][NH:8][CH2:9][CH2:10]1. (2) Given the reactants [Cl:1][C:2]1[CH:7]=[CH:6][C:5]([OH:8])=[CH:4][CH:3]=1.[CH3:9]C(C)([O-])C.[K+].Cl[C:16]1[CH:17]=[N:18][CH:19]=[C:20](Cl)[C:21]=1[CH:22]=O.C[CH:26]([SH:30])[C:27]([O-:29])=[O:28].C([O-])([O-])=O.[Cs+].[Cs+], predict the reaction product. The product is: [Cl:1][C:2]1[CH:7]=[CH:6][C:5]([O:8][C:20]2[CH:19]=[N:18][CH:17]=[C:16]3[S:30][C:26]([C:27]([O:29][CH3:9])=[O:28])=[CH:22][C:21]=23)=[CH:4][CH:3]=1.